Dataset: Forward reaction prediction with 1.9M reactions from USPTO patents (1976-2016). Task: Predict the product of the given reaction. (1) Given the reactants C1(N[C:7]2[C:12]([CH3:13])=[C:11]([CH3:14])[N:10]=[C:9]([NH:15][CH2:16][C:17]3[CH:22]=[CH:21][CH:20]=[CH:19][N:18]=3)[N:8]=2)CCCC1.[NH2:23][CH:24]1[CH2:29][CH2:28][CH2:27][CH2:26][CH:25]1[OH:30], predict the reaction product. The product is: [CH3:13][C:12]1[C:7]([NH:23][CH:24]2[CH2:29][CH2:28][CH2:27][CH2:26][CH:25]2[OH:30])=[N:8][C:9]([NH:15][CH2:16][C:17]2[CH:22]=[CH:21][CH:20]=[CH:19][N:18]=2)=[N:10][C:11]=1[CH3:14]. (2) Given the reactants [C:1]([C:5]1[CH:40]=[CH:39][C:8]([C:9]([N:11]2[C@@H:15]([C:16]3[CH:21]=[CH:20][CH:19]=[CH:18][CH:17]=3)[C@@H:14]([C:22]3[CH:27]=[N:26][CH:25]=[CH:24][N:23]=3)[CH2:13][C@@:12]2([CH2:35][CH:36]([CH3:38])[CH3:37])[C:28]([O:30]C(C)(C)C)=[O:29])=[O:10])=[CH:7][CH:6]=1)([CH3:4])([CH3:3])[CH3:2].C(O)(C(F)(F)F)=O, predict the reaction product. The product is: [C:1]([C:5]1[CH:40]=[CH:39][C:8]([C:9]([N:11]2[C@@H:15]([C:16]3[CH:21]=[CH:20][CH:19]=[CH:18][CH:17]=3)[C@@H:14]([C:22]3[CH:27]=[N:26][CH:25]=[CH:24][N:23]=3)[CH2:13][C@@:12]2([CH2:35][CH:36]([CH3:37])[CH3:38])[C:28]([OH:30])=[O:29])=[O:10])=[CH:7][CH:6]=1)([CH3:3])([CH3:2])[CH3:4]. (3) Given the reactants C([O:9][CH2:10][CH2:11][N:12]1[C:20]2[C:19](Cl)=[N:18][CH:17]=[N:16][C:15]=2[CH:14]=[CH:13]1)(=O)C1C=CC=CC=1.[NH2:22][C:23]1[CH:43]=[CH:42][C:26]([O:27][C:28]2[CH:29]=[C:30]([CH:39]=[CH:40][CH:41]=2)[C:31]([NH:33][CH2:34][C:35]([OH:38])([CH3:37])[CH3:36])=[O:32])=[C:25]([Cl:44])[CH:24]=1.Cl.N1C=CC=CC=1.[OH-].[Na+].[Cl-].[NH4+], predict the reaction product. The product is: [Cl:44][C:25]1[CH:24]=[C:23]([NH:22][C:19]2[C:20]3[N:12]([CH2:11][CH2:10][OH:9])[CH:13]=[CH:14][C:15]=3[N:16]=[CH:17][N:18]=2)[CH:43]=[CH:42][C:26]=1[O:27][C:28]1[CH:29]=[C:30]([CH:39]=[CH:40][CH:41]=1)[C:31]([NH:33][CH2:34][C:35]([OH:38])([CH3:37])[CH3:36])=[O:32]. (4) Given the reactants [F:1][C:2]1[C:7]([O:8][CH3:9])=[CH:6][C:5]([O:10][CH3:11])=[C:4]([F:12])[C:3]=1[N:13]1[CH2:18][C:17]2[CH:19]=[N:20][C:21]3[N:25](S(C4C=CC=CC=4)(=O)=O)[C:24]([CH:35]=[O:36])=[CH:23][C:22]=3[C:16]=2[N:15]([CH3:37])[C:14]1=[O:38].[OH-].[K+].Cl.[NH4+].[Cl-], predict the reaction product. The product is: [F:12][C:4]1[C:5]([O:10][CH3:11])=[CH:6][C:7]([O:8][CH3:9])=[C:2]([F:1])[C:3]=1[N:13]1[CH2:18][C:17]2[CH:19]=[N:20][C:21]3[NH:25][C:24]([CH:35]=[O:36])=[CH:23][C:22]=3[C:16]=2[N:15]([CH3:37])[C:14]1=[O:38]. (5) Given the reactants [N+]([O-])(O)=O.[N+:5]([C:8]1[CH:18]=[CH:17][C:11]2[CH2:12][CH2:13][NH:14][CH2:15][CH2:16][C:10]=2[CH:9]=1)([O-:7])=[O:6].C(#N)C.Cl[CH2:23][C:24]([N:26]([CH3:28])[CH3:27])=[O:25].C(=O)([O-])[O-].[Cs+].[Cs+].[I-].[Cs+], predict the reaction product. The product is: [CH3:27][N:26]([CH3:28])[C:24](=[O:25])[CH2:23][N:14]1[CH2:15][CH2:16][C:10]2[CH:9]=[C:8]([N+:5]([O-:7])=[O:6])[CH:18]=[CH:17][C:11]=2[CH2:12][CH2:13]1.